Dataset: Catalyst prediction with 721,799 reactions and 888 catalyst types from USPTO. Task: Predict which catalyst facilitates the given reaction. (1) Reactant: [C:1]1([CH2:11][C:12]([OH:14])=[O:13])[CH:6]=[CH:5][CH:4]=[CH:3][C:2]=1[CH2:7][C:8]([OH:10])=[O:9].[N+:15]([O-])([OH:17])=[O:16]. Product: [N+:15]([C:5]1[CH:6]=[C:1]([CH2:11][C:12]([OH:14])=[O:13])[C:2]([CH2:7][C:8]([OH:10])=[O:9])=[CH:3][CH:4]=1)([O-:17])=[O:16]. The catalyst class is: 65. (2) Reactant: [C:1]([O:5][C:6](=[O:9])[CH2:7][NH2:8])([CH3:4])([CH3:3])[CH3:2].[O:10]1[CH2:15][CH2:14][CH:13]([CH2:16][CH:17]=O)[CH2:12][CH2:11]1. Product: [C:1]([O:5][C:6](=[O:9])[CH2:7]/[N:8]=[CH:17]/[CH2:16][CH:13]1[CH2:14][CH2:15][O:10][CH2:11][CH2:12]1)([CH3:4])([CH3:3])[CH3:2]. The catalyst class is: 2. (3) Reactant: C[Si]([N-][Si](C)(C)C)(C)C.[Na+].[O:11]1[CH2:15][CH2:14][CH2:13][CH:12]1[C:16]#[N:17].I[CH2:19][C:20]1[CH:21]=[CH:22][C:23]([O:26][CH2:27][CH2:28][C:29]2[N:30]=[C:31]([C:35]3[CH:40]=[CH:39][CH:38]=[CH:37][CH:36]=3)[O:32][C:33]=2[CH3:34])=[N:24][CH:25]=1. Product: [CH3:34][C:33]1[O:32][C:31]([C:35]2[CH:36]=[CH:37][CH:38]=[CH:39][CH:40]=2)=[N:30][C:29]=1[CH2:28][CH2:27][O:26][C:23]1[N:24]=[CH:25][C:20]([CH2:19][C:12]2([C:16]#[N:17])[CH2:13][CH2:14][CH2:15][O:11]2)=[CH:21][CH:22]=1. The catalyst class is: 7. (4) Reactant: [CH3:1][O:2][C:3]1[CH:19]=[CH:18][C:6]([O:7][C:8]2[CH:13]=[CH:12][C:11]([N+:14]([O-])=O)=[C:10]([CH3:17])[CH:9]=2)=[CH:5][CH:4]=1.[H][H]. Product: [CH3:1][O:2][C:3]1[CH:19]=[CH:18][C:6]([O:7][C:8]2[CH:13]=[CH:12][C:11]([NH2:14])=[C:10]([CH3:17])[CH:9]=2)=[CH:5][CH:4]=1. The catalyst class is: 43. (5) Reactant: Cl.[CH:2]([N:5]1[CH2:10][CH2:9][CH:8]([C:11]2[CH:12]=[C:13]3[C:17](=[CH:18][CH:19]=2)[NH:16][C:15]([C:20](O)=[O:21])=[CH:14]3)[CH2:7][CH2:6]1)([CH3:4])[CH3:3].CN(C(ON1N=NC2C=CC=CC1=2)=[N+](C)C)C.[B-](F)(F)(F)F.[F:45][C:46]1[CH:52]=[CH:51][C:49]([NH2:50])=[CH:48][CH:47]=1.C(N(C(C)C)C(C)C)C. Product: [F:45][C:46]1[CH:52]=[CH:51][C:49]([NH:50][C:20]([C:15]2[NH:16][C:17]3[C:13]([CH:14]=2)=[CH:12][C:11]([CH:8]2[CH2:9][CH2:10][N:5]([CH:2]([CH3:3])[CH3:4])[CH2:6][CH2:7]2)=[CH:19][CH:18]=3)=[O:21])=[CH:48][CH:47]=1. The catalyst class is: 3. (6) Reactant: [CH:1]1([N:6]2[C:15]3[N:14]=[C:13]([NH:16][C:17]4[CH:32]=[CH:31][C:20]([C:21]([O:23]CC5C=CC=CC=5)=[O:22])=[CH:19][C:18]=4[O:33][CH3:34])[N:12]=[CH:11][C:10]=3[N:9]=[C:8]([CH3:35])[C:7]2=[O:36])[CH2:5][CH2:4][CH2:3][CH2:2]1. Product: [CH:1]1([N:6]2[C:15]3[N:14]=[C:13]([NH:16][C:17]4[CH:32]=[CH:31][C:20]([C:21]([OH:23])=[O:22])=[CH:19][C:18]=4[O:33][CH3:34])[N:12]=[CH:11][C:10]=3[N:9]=[C:8]([CH3:35])[C:7]2=[O:36])[CH2:2][CH2:3][CH2:4][CH2:5]1. The catalyst class is: 33.